Dataset: Full USPTO retrosynthesis dataset with 1.9M reactions from patents (1976-2016). Task: Predict the reactants needed to synthesize the given product. Given the product [C:15]([C:6]1[CH2:7][CH2:8][C:9]2[C:4](=[C:3]([O:2][CH3:1])[CH:12]=[CH:11][C:10]=2[O:13][CH3:14])[CH:5]=1)(=[O:17])[CH3:16], predict the reactants needed to synthesize it. The reactants are: [CH3:1][O:2][C:3]1[CH:12]=[CH:11][C:10]([O:13][CH3:14])=[C:9]2[C:4]=1[CH2:5][CH2:6][CH:7]=[CH:8]2.[C:15](Cl)(=[O:17])[CH3:16].[Cl-].[Cl-].[Cl-].[Al+3].